Dataset: Full USPTO retrosynthesis dataset with 1.9M reactions from patents (1976-2016). Task: Predict the reactants needed to synthesize the given product. (1) The reactants are: [CH2:1]([SH:8])[C:2]1[CH:7]=[CH:6][CH:5]=[CH:4][CH:3]=1.F[C:10]1[CH:17]=[CH:16][CH:15]=[CH:14][C:11]=1[C:12]#[N:13]. Given the product [C:2]1([C:1]2[S:8][C:10]3[CH:17]=[CH:16][CH:15]=[CH:14][C:11]=3[C:12]=2[NH2:13])[CH:7]=[CH:6][CH:5]=[CH:4][CH:3]=1, predict the reactants needed to synthesize it. (2) Given the product [Cl:1][C:2]1[C:3]2[C:10]([C:11]3[CH:16]=[CH:15][CH:14]=[CH:13][CH:12]=3)=[CH:9][O:8][C:4]=2[N:5]=[CH:6][N:7]=1.[C:11]1([C:10]2[C:3]3[CH:2]=[N:7][CH:6]=[N:5][C:4]=3[O:8][CH:9]=2)[CH:12]=[CH:13][CH:14]=[CH:15][CH:16]=1, predict the reactants needed to synthesize it. The reactants are: [Cl:1][C:2]1[C:3]2[C:10]([C:11]3[CH:16]=[CH:15][CH:14]=[CH:13][CH:12]=3)=[CH:9][O:8][C:4]=2[N:5]=[CH:6][N:7]=1.CCN(CC)CC. (3) The reactants are: [CH2:1]([O:3][C:4](=[O:29])[CH2:5][C:6]1[CH:11]=[CH:10][C:9]([O:12][CH3:13])=[C:8]([O:14][C:15]2[CH:20]=[CH:19][C:18]([NH2:21])=[CH:17][C:16]=2[CH2:22][N:23]2[CH2:27][CH2:26][O:25][C:24]2=[O:28])[CH:7]=1)[CH3:2].[F:30][C:31]1[CH:39]=[CH:38][C:37]([C:40]([F:43])([F:42])[F:41])=[CH:36][C:32]=1[C:33](Cl)=[O:34]. Given the product [CH2:1]([O:3][C:4](=[O:29])[CH2:5][C:6]1[CH:11]=[CH:10][C:9]([O:12][CH3:13])=[C:8]([O:14][C:15]2[CH:20]=[CH:19][C:18]([NH:21][C:33](=[O:34])[C:32]3[CH:36]=[C:37]([C:40]([F:41])([F:42])[F:43])[CH:38]=[CH:39][C:31]=3[F:30])=[CH:17][C:16]=2[CH2:22][N:23]2[CH2:27][CH2:26][O:25][C:24]2=[O:28])[CH:7]=1)[CH3:2], predict the reactants needed to synthesize it. (4) Given the product [CH3:6][O:7][C:8]1[CH:9]=[CH:10][C:11]([C:14]2[CH:19]=[CH:18][C:17]([NH:20][C:1](=[O:5])[C:2]#[CH:3])=[CH:16][CH:15]=2)=[CH:12][CH:13]=1, predict the reactants needed to synthesize it. The reactants are: [C:1]([OH:5])(=O)[C:2]#[CH:3].[CH3:6][O:7][C:8]1[CH:13]=[CH:12][C:11]([C:14]2[CH:19]=[CH:18][C:17]([NH2:20])=[CH:16][CH:15]=2)=[CH:10][CH:9]=1. (5) Given the product [N:42]1[CH:43]=[CH:44][CH:45]=[CH:46][C:41]=1[CH2:40][NH:20][CH2:21][C:22]1[CH:23]=[CH:24][C:25]([CH2:28][N:29]([CH2:9][C:7]2[NH:6][C:5]3[CH:11]=[CH:12][C:2]([F:1])=[CH:3][C:4]=3[N:8]=2)[CH:30]2[C:39]3[N:38]=[CH:37][CH:36]=[CH:35][C:34]=3[CH2:33][CH2:32][CH2:31]2)=[CH:26][CH:27]=1, predict the reactants needed to synthesize it. The reactants are: [F:1][C:2]1[CH:12]=[CH:11][C:5]2[N:6]=[C:7]([CH2:9]Cl)[NH:8][C:4]=2[CH:3]=1.C(OC([N:20]([CH2:40][C:41]1[CH:46]=[CH:45][CH:44]=[CH:43][N:42]=1)[CH2:21][C:22]1[CH:27]=[CH:26][C:25]([CH2:28][NH:29][CH:30]2[C:39]3[N:38]=[CH:37][CH:36]=[CH:35][C:34]=3[CH2:33][CH2:32][CH2:31]2)=[CH:24][CH:23]=1)=O)(C)(C)C.C(N(C(C)C)CC)(C)C.C(OC(N(CC1C=CC=CN=1)CC1C=CC(CN(CC2NC3C=CC(C(F)(F)F)=CC=3N=2)C2C3N=CC=CC=3CCC2)=CC=1)=O)(C)(C)C. (6) Given the product [F:1][C:2]([F:7])([F:6])[C:3]([OH:5])=[O:4].[F:26][C:24]1[CH:23]=[CH:22][C:21]([N+:27]([O-:29])=[O:28])=[C:20]([CH:25]=1)[O:19][C@H:17]1[CH2:16][C@H:15]([NH2:14])[CH2:18]1, predict the reactants needed to synthesize it. The reactants are: [F:1][C:2]([F:7])([F:6])[C:3]([OH:5])=[O:4].C(OC(=O)[NH:14][C@H:15]1[CH2:18][C@H:17]([O:19][C:20]2[CH:25]=[C:24]([F:26])[CH:23]=[CH:22][C:21]=2[N+:27]([O-:29])=[O:28])[CH2:16]1)(C)(C)C.